Dataset: Full USPTO retrosynthesis dataset with 1.9M reactions from patents (1976-2016). Task: Predict the reactants needed to synthesize the given product. (1) Given the product [OH:11][CH2:10][CH2:9][CH2:8][C:4]1[CH:3]=[C:2]([CH:7]=[CH:6][CH:5]=1)[C:17]([OH:19])=[O:18], predict the reactants needed to synthesize it. The reactants are: Br[C:2]1[CH:3]=[C:4]([CH2:8][CH2:9][CH2:10][OH:11])[CH:5]=[CH:6][CH:7]=1.C([Li])CCC.[C:17](=[O:19])=[O:18].Cl. (2) Given the product [CH:20]([N:11]1[N:12]=[N:13][C:9]([C:4]2[CH:5]=[C:6]([Br:8])[CH:7]=[C:2]([Br:1])[CH:3]=2)=[N:10]1)([C:14]1[CH:19]=[CH:18][CH:17]=[CH:16][CH:15]=1)[C:22]1[CH:27]=[CH:26][CH:25]=[CH:24][CH:23]=1, predict the reactants needed to synthesize it. The reactants are: [Br:1][C:2]1[CH:3]=[C:4]([C:9]2[NH:13][N:12]=[N:11][N:10]=2)[CH:5]=[C:6]([Br:8])[CH:7]=1.[C:14]1([CH:20]([C:22]2[CH:27]=[CH:26][CH:25]=[CH:24][CH:23]=2)O)[CH:19]=[CH:18][CH:17]=[CH:16][CH:15]=1.CC1C=CC(S(O)(=O)=O)=CC=1.O. (3) The reactants are: [CH3:1][O:2][C:3]1[C:4](=[O:21])[N:5]([CH3:20])[N:6]=[CH:7][C:8]=1[C:9]1[C:14](=O)[NH:13][C:12]([C:16]([F:19])([F:18])[F:17])=[N:11][CH:10]=1.O(Cl)[Cl:23].[P+5]. Given the product [Cl:23][C:14]1[C:9]([C:8]2[CH:7]=[N:6][N:5]([CH3:20])[C:4](=[O:21])[C:3]=2[O:2][CH3:1])=[CH:10][N:11]=[C:12]([C:16]([F:19])([F:18])[F:17])[N:13]=1, predict the reactants needed to synthesize it. (4) Given the product [CH3:12][C:13]1[CH:14]=[C:15]([CH:19]=[CH:20][C:21]=1[C:22]1[CH:27]=[CH:26][N:25]=[CH:24][CH:23]=1)[C:16]([NH:1][C:2]1[CH:11]=[C:10]2[C:5]([CH:6]=[CH:7][CH:8]=[N:9]2)=[CH:4][CH:3]=1)=[O:17], predict the reactants needed to synthesize it. The reactants are: [NH2:1][C:2]1[CH:11]=[C:10]2[C:5]([CH:6]=[CH:7][CH:8]=[N:9]2)=[CH:4][CH:3]=1.[CH3:12][C:13]1[CH:14]=[C:15]([CH:19]=[CH:20][C:21]=1[C:22]1[CH:27]=[CH:26][N:25]=[CH:24][CH:23]=1)[C:16](O)=[O:17]. (5) Given the product [Br:1][C:2]1[CH:11]=[CH:10][C:9]2[O:8][C@H:7]3[CH2:12][CH2:13][CH2:14][O:15][C@@H:6]3[C:5](=[CH2:17])[C:4]=2[CH:3]=1, predict the reactants needed to synthesize it. The reactants are: [Br:1][C:2]1[CH:11]=[CH:10][C:9]2[O:8][C@@H:7]3[CH2:12][CH2:13][CH2:14][O:15][C@H:6]3[C:5](=O)[C:4]=2[CH:3]=1.[CH2:17]1COCC1. (6) Given the product [CH3:1][O:2][C:3]1[CH:8]=[CH:7][C:6]([C:9]2[N:10]=[C:11]([CH:22]3[CH2:27][CH2:26][N:25]([C:32](=[O:38])[N:51]([OH:52])[CH:48]([CH3:50])[CH3:49])[CH2:24][CH2:23]3)[S:12][C:13]=2[C:14]2[CH:19]=[CH:18][C:17]([O:20][CH3:21])=[CH:16][CH:15]=2)=[CH:5][CH:4]=1, predict the reactants needed to synthesize it. The reactants are: [CH3:1][O:2][C:3]1[CH:8]=[CH:7][C:6]([C:9]2[N:10]=[C:11]([CH:22]3[CH2:27][CH2:26][NH:25][CH2:24][CH2:23]3)[S:12][C:13]=2[C:14]2[CH:19]=[CH:18][C:17]([O:20][CH3:21])=[CH:16][CH:15]=2)=[CH:5][CH:4]=1.ClC(Cl)(O[C:32](=[O:38])OC(Cl)(Cl)Cl)Cl.C(N(CC)CC)C.Cl.[CH:48]([NH:51][OH:52])([CH3:50])[CH3:49]. (7) Given the product [Cl:1][C:2]1[N:7]=[C:6]([NH:12][CH:9]([CH3:11])[CH3:10])[CH:5]=[CH:4][N:3]=1, predict the reactants needed to synthesize it. The reactants are: [Cl:1][C:2]1[N:7]=[C:6](Cl)[CH:5]=[CH:4][N:3]=1.[CH:9]([NH2:12])([CH3:11])[CH3:10].C(N(CC)CC)C. (8) Given the product [CH3:14][NH:15][C@H:10]1[CH2:11][CH2:12][C@H:7]([C:1]2[CH:6]=[CH:5][CH:4]=[CH:3][CH:2]=2)[CH2:8][CH2:9]1, predict the reactants needed to synthesize it. The reactants are: [C:1]1([CH:7]2[CH2:12][CH2:11][C:10](=O)[CH2:9][CH2:8]2)[CH:6]=[CH:5][CH:4]=[CH:3][CH:2]=1.[CH3:14][NH2:15]. (9) Given the product [CH3:1][C:2]1([CH3:23])[CH2:11][CH:10]=[C:9]([S:12][C:13]2[CH:14]=[CH:15][CH:16]=[CH:17][CH:18]=2)[C:8]2[CH:7]=[C:6]([C:19]([OH:21])=[O:20])[CH:5]=[CH:4][C:3]1=2, predict the reactants needed to synthesize it. The reactants are: [CH3:1][C:2]1([CH3:23])[CH2:11][CH:10]=[C:9]([S:12][C:13]2[CH:18]=[CH:17][CH:16]=[CH:15][CH:14]=2)[C:8]2[CH:7]=[C:6]([C:19]([O:21]C)=[O:20])[CH:5]=[CH:4][C:3]1=2.[OH-].[Na+]. (10) Given the product [OH:4][B:5]1[C:9]2[CH:10]=[CH:11][C:12]([CH:1]=[O:3])=[CH:13][C:8]=2[CH2:7][O:6]1, predict the reactants needed to synthesize it. The reactants are: [CH:1]([OH:3])=O.[OH:4][B:5]1[C:9]2[CH:10]=[CH:11][C:12](C#N)=[CH:13][C:8]=2[CH2:7][O:6]1.